Dataset: Catalyst prediction with 721,799 reactions and 888 catalyst types from USPTO. Task: Predict which catalyst facilitates the given reaction. Reactant: [OH-].[Na+].[CH3:3][C:4]1[CH:9]=[CH:8][N:7]=[C:6]([CH2:10][O:11]C(=O)C)[CH:5]=1. Product: [CH3:3][C:4]1[CH:9]=[CH:8][N:7]=[C:6]([CH2:10][OH:11])[CH:5]=1. The catalyst class is: 5.